This data is from Peptide-MHC class I binding affinity with 185,985 pairs from IEDB/IMGT. The task is: Regression. Given a peptide amino acid sequence and an MHC pseudo amino acid sequence, predict their binding affinity value. This is MHC class I binding data. (1) The peptide sequence is LLGEHGVAF. The MHC is HLA-B27:05 with pseudo-sequence HLA-B27:05. The binding affinity (normalized) is 0.0847. (2) The peptide sequence is ALDLSHFLK. The MHC is HLA-B07:02 with pseudo-sequence HLA-B07:02. The binding affinity (normalized) is 0.329. (3) The peptide sequence is RTWFYRTEF. The MHC is HLA-C04:01 with pseudo-sequence HLA-C04:01. The binding affinity (normalized) is 0.0847.